This data is from Reaction yield outcomes from USPTO patents with 853,638 reactions. The task is: Predict the reaction yield, written as a fraction of the theoretical maximum amount of product (1.0 means a 100% yield; for example, 0.34 means a 34% yield). (1) The reactants are [C:1]([O:5][C:6]([NH:8][CH2:9][C:10]([OH:12])=O)=[O:7])([CH3:4])([CH3:3])[CH3:2].O.[OH:14][N:15]1C2C=CC=CC=2N=N1.Cl.CN(C)CCCN=C=NCC.C(O[C:39]([CH:41]1[CH2:46][NH:45][CH2:44][CH2:43][N:42]1[S:47]([C:50]1[CH:55]=[CH:54][C:53]([O:56][CH2:57][C:58]#[C:59][CH3:60])=[CH:52][CH:51]=1)(=[O:49])=[O:48])=[O:40])C. The catalyst is CN(C=O)C.C(OCC)(=O)C. The product is [C:1]([O:5][C:6](=[O:7])[NH:8][CH2:9][C:10]([N:45]1[CH2:44][CH2:43][N:42]([S:47]([C:50]2[CH:51]=[CH:52][C:53]([O:56][CH2:57][C:58]#[C:59][CH3:60])=[CH:54][CH:55]=2)(=[O:49])=[O:48])[CH:41]([C:39](=[O:40])[NH:15][OH:14])[CH2:46]1)=[O:12])([CH3:2])([CH3:3])[CH3:4]. The yield is 0.950. (2) The reactants are [CH3:1][O:2][C:3]([C:5]1[CH:10]=[CH:9][N:8]2[CH:11]=[N:12][CH:13]=[C:7]2[C:6]=1Cl)=[O:4].[Br:15][C:16]1[CH:22]=[CH:21][C:19]([NH2:20])=[C:18]([F:23])[CH:17]=1.C1(P(C2CCCCC2)C2C=CC=CC=2C2C(OC(C)C)=CC=CC=2OC(C)C)CCCCC1.[O-]P([O-])([O-])=O.[K+].[K+].[K+]. The catalyst is C1(C)C=CC=CC=1.C1C=CC(/C=C/C(/C=C/C2C=CC=CC=2)=O)=CC=1.C1C=CC(/C=C/C(/C=C/C2C=CC=CC=2)=O)=CC=1.C1C=CC(/C=C/C(/C=C/C2C=CC=CC=2)=O)=CC=1.[Pd].[Pd]. The product is [CH3:1][O:2][C:3]([C:5]1[CH:10]=[CH:9][N:8]2[CH:11]=[N:12][CH:13]=[C:7]2[C:6]=1[NH:20][C:19]1[CH:21]=[CH:22][C:16]([Br:15])=[CH:17][C:18]=1[F:23])=[O:4]. The yield is 0.280.